From a dataset of Forward reaction prediction with 1.9M reactions from USPTO patents (1976-2016). Predict the product of the given reaction. Given the reactants [CH3:1][N:2]1[CH2:7][CH2:6][CH:5]([C:8]2[CH:13]=[CH:12][C:11]([C:14]3[NH:19][C:18](=O)[N:17]4[CH:21]=[CH:22][N:23]=[C:16]4[CH:15]=3)=[CH:10][CH:9]=2)[CH2:4][CH2:3]1.P(Cl)(Cl)([Cl:26])=O.C(N(CC)C1C=CC=CC=1)C.C(=O)(O)[O-].[Na+], predict the reaction product. The product is: [Cl:26][C:18]1[N:17]2[CH:21]=[CH:22][N:23]=[C:16]2[CH:15]=[C:14]([C:11]2[CH:12]=[CH:13][C:8]([CH:5]3[CH2:6][CH2:7][N:2]([CH3:1])[CH2:3][CH2:4]3)=[CH:9][CH:10]=2)[N:19]=1.